This data is from Reaction yield outcomes from USPTO patents with 853,638 reactions. The task is: Predict the reaction yield, written as a fraction of the theoretical maximum amount of product (1.0 means a 100% yield; for example, 0.34 means a 34% yield). The reactants are Cl[C:2]1[CH:7]=[C:6]([CH3:8])[N:5]=[C:4]([CH3:9])[N:3]=1.[CH3:10][O:11][C:12]1[CH:17]=[CH:16][C:15]([NH:18][CH3:19])=[CH:14][CH:13]=1.Cl. The catalyst is C(O)(C)C. The product is [CH3:9][C:4]1[N:3]=[C:2]([N:18]([C:15]2[CH:16]=[CH:17][C:12]([O:11][CH3:10])=[CH:13][CH:14]=2)[CH3:19])[CH:7]=[C:6]([CH3:8])[N:5]=1. The yield is 0.210.